Dataset: Catalyst prediction with 721,799 reactions and 888 catalyst types from USPTO. Task: Predict which catalyst facilitates the given reaction. (1) Reactant: C(NC(C)C)(C)C.C([Li])CCC.CCCCCC.[CH3:19][C:20]([C:22]1[CH:27]=[CH:26][C:25]([O:28][C:29]([F:32])([F:31])[F:30])=[CH:24][CH:23]=1)=[O:21].[O:33]1[CH2:38][CH2:37][C:36](=[O:39])[CH2:35][CH2:34]1.[Cl-].[NH4+]. Product: [OH:39][C:36]1([CH2:19][C:20]([C:22]2[CH:23]=[CH:24][C:25]([O:28][C:29]([F:30])([F:31])[F:32])=[CH:26][CH:27]=2)=[O:21])[CH2:37][CH2:38][O:33][CH2:34][CH2:35]1. The catalyst class is: 7. (2) Reactant: C[N:2]([CH3:33])[CH2:3][CH2:4][N:5]1[C:28](=[O:29])[N:8]2[CH:9]([C:22]3[CH:27]=[CH:26][CH:25]=[CH:24][CH:23]=3)[C:10]3[NH:11][C:12]4[C:17]([C:18]=3[CH2:19][C:7]2([CH2:30][CH3:31])[C:6]1=[O:32])=[CH:16][C:15]([O:20][CH3:21])=[CH:14][CH:13]=4.[CH2:34](N)C. Product: [CH2:30]([C:7]12[C:6](=[O:32])[N:5]([CH2:4][CH2:3][NH:2][CH2:33][CH3:34])[C:28](=[O:29])[N:8]1[CH:9]([C:22]1[CH:27]=[CH:26][CH:25]=[CH:24][CH:23]=1)[C:10]1[NH:11][C:12]3[C:17]([C:18]=1[CH2:19]2)=[CH:16][C:15]([O:20][CH3:21])=[CH:14][CH:13]=3)[CH3:31]. The catalyst class is: 5. (3) Reactant: [Cl:1][C:2]1[CH:9]=[CH:8][CH:7]=[C:6]([F:10])[C:3]=1[CH:4]=O.[S:11]1[CH2:17][C:15](=[O:16])[NH:14][C:12]1=[S:13].C([O-])(=O)C.[Na+]. Product: [Cl:1][C:2]1[CH:9]=[CH:8][CH:7]=[C:6]([F:10])[C:3]=1[CH:4]=[C:17]1[S:11][C:12](=[S:13])[NH:14][C:15]1=[O:16]. The catalyst class is: 15. (4) Reactant: [CH:1]1([N:6]2[CH2:11][CH2:10][N:9]([C:12]3[N:17]=[CH:16][C:15]([CH2:18][NH2:19])=[CH:14][CH:13]=3)[CH2:8][CH2:7]2)[CH2:5][CH2:4][CH2:3][CH2:2]1.C(N(CC)CC)C.[C:27](Cl)(=[O:31])[CH2:28][CH2:29][CH3:30]. Product: [CH:1]1([N:6]2[CH2:11][CH2:10][N:9]([C:12]3[N:17]=[CH:16][C:15]([CH2:18][NH:19][C:27](=[O:31])[CH2:28][CH2:29][CH3:30])=[CH:14][CH:13]=3)[CH2:8][CH2:7]2)[CH2:2][CH2:3][CH2:4][CH2:5]1. The catalyst class is: 2.